This data is from Reaction yield outcomes from USPTO patents with 853,638 reactions. The task is: Predict the reaction yield, written as a fraction of the theoretical maximum amount of product (1.0 means a 100% yield; for example, 0.34 means a 34% yield). The reactants are [CH2:1]([C@@:4]1([C:28]2[CH:33]=[CH:32][C:31]([F:34])=[CH:30][CH:29]=2)[O:9][C:8](=[O:10])[N:7]([C@H:11]([C:13]2[CH:18]=[CH:17][C:16](B3OC(C)(C)C(C)(C)O3)=[CH:15][CH:14]=2)[CH3:12])[CH2:6][CH2:5]1)[CH:2]=[CH2:3].Br[C:36]1[C:37]([OH:42])=[N:38][CH:39]=[CH:40][CH:41]=1.C([O-])([O-])=O.[Na+].[Na+]. The catalyst is C1C=CC(P(C2C=CC=CC=2)[C-]2C=CC=C2)=CC=1.C1C=CC(P(C2C=CC=CC=2)[C-]2C=CC=C2)=CC=1.Cl[Pd]Cl.[Fe+2].O1CCOCC1. The product is [CH2:1]([C@@:4]1([C:28]2[CH:33]=[CH:32][C:31]([F:34])=[CH:30][CH:29]=2)[O:9][C:8](=[O:10])[N:7]([C@H:11]([C:13]2[CH:18]=[CH:17][C:16]([C:36]3[C:37](=[O:42])[NH:38][CH:39]=[CH:40][CH:41]=3)=[CH:15][CH:14]=2)[CH3:12])[CH2:6][CH2:5]1)[CH:2]=[CH2:3]. The yield is 0.430.